From a dataset of Forward reaction prediction with 1.9M reactions from USPTO patents (1976-2016). Predict the product of the given reaction. The product is: [ClH:30].[Cl:30][C:27]1[CH:28]=[CH:29][C:24]2[N:23]([CH2:31][C:32]([CH3:33])([CH3:34])[CH3:35])[C:22](=[O:36])[C@@H:21]([CH2:37][C:38]([NH:55][CH2:52][CH2:53][CH3:54])=[O:39])[O:20][C@H:19]([C:15]3[CH:16]=[CH:17][CH:18]=[C:13]([O:12][CH2:11][CH2:10][CH2:9][NH:8][CH2:43][CH2:44][CH2:45][C:13]4[CH:14]=[CH:15][CH:16]=[CH:17][CH:18]=4)[C:14]=3[O:41][CH3:42])[C:25]=2[CH:26]=1. Given the reactants C(OC([N:8]([CH2:43][CH2:44][CH2:45]C1C=CC=CC=1)[CH2:9][CH2:10][CH2:11][O:12][C:13]1[C:14]([O:41][CH3:42])=[C:15]([C@@H:19]2[C:25]3[CH:26]=[C:27]([Cl:30])[CH:28]=[CH:29][C:24]=3[N:23]([CH2:31][C:32]([CH3:35])([CH3:34])[CH3:33])[C:22](=[O:36])[C@@H:21]([CH2:37][C:38](O)=[O:39])[O:20]2)[CH:16]=[CH:17][CH:18]=1)=O)(C)(C)C.[CH2:52]([NH2:55])[CH2:53][CH3:54], predict the reaction product.